Predict the product of the given reaction. From a dataset of Forward reaction prediction with 1.9M reactions from USPTO patents (1976-2016). (1) Given the reactants [I:1][C:2]1[C:10]2[C:5](=[CH:6][C:7]([C:11]([O:13][CH3:14])=[O:12])=[CH:8][CH:9]=2)[NH:4][N:3]=1.[Cl:15][C:16]1[CH:24]=[CH:23][CH:22]=[C:21]([C:25]([F:28])([F:27])[F:26])[C:17]=1[C:18](Cl)=[O:19].C(Cl)Cl, predict the reaction product. The product is: [Cl:15][C:16]1[CH:24]=[CH:23][CH:22]=[C:21]([C:25]([F:26])([F:27])[F:28])[C:17]=1[C:18]([N:4]1[C:5]2[C:10](=[CH:9][CH:8]=[C:7]([C:11]([O:13][CH3:14])=[O:12])[CH:6]=2)[C:2]([I:1])=[N:3]1)=[O:19]. (2) Given the reactants Cl[C:2]1[CH:3]=[C:4]2[C:8](=[C:9]([Cl:11])[CH:10]=1)[C:7](=[O:12])[N:6]([CH2:13][C:14]1[CH:19]=[CH:18][C:17]([Br:20])=[CH:16][CH:15]=1)[CH2:5]2.C(=O)([O-])[O-].[Cs+].[Cs+].[F:27][C:28]([F:32])([F:31])[CH2:29][OH:30], predict the reaction product. The product is: [F:27][C:28]([F:32])([F:31])[CH2:29][O:30][C:2]1[CH:3]=[C:4]2[C:8](=[C:9]([Cl:11])[CH:10]=1)[C:7](=[O:12])[N:6]([CH2:13][C:14]1[CH:19]=[CH:18][C:17]([Br:20])=[CH:16][CH:15]=1)[CH2:5]2.